Task: Predict the reaction yield, written as a fraction of the theoretical maximum amount of product (1.0 means a 100% yield; for example, 0.34 means a 34% yield).. Dataset: Reaction yield outcomes from USPTO patents with 853,638 reactions (1) The reactants are [CH2:1]([O:8][C:9]1[C:10]([CH3:17])=[N:11][CH:12]=[C:13](Br)[C:14]=1[OH:15])[C:2]1[CH:7]=[CH:6][CH:5]=[CH:4][CH:3]=1.C1(P(C2C=CC=CC=2)CCCP(C2C=CC=CC=2)C2C=CC=CC=2)C=CC=CC=1.C(N(CC)CC)C.[C]=O.[Cl-].[NH4+].[C:58]([O:61][CH2:62]C)(=[O:60])C. The catalyst is CN(C)C=O.C([O-])(=O)C.[Pd+2].C([O-])(=O)C.O.CO. The product is [CH3:62][O:61][C:58](=[O:60])[C:13]1[C:14]([OH:15])=[C:9]([O:8][CH2:1][C:2]2[CH:7]=[CH:6][CH:5]=[CH:4][CH:3]=2)[C:10]([CH3:17])=[N:11][CH:12]=1. The yield is 0.550. (2) The reactants are [NH2:1][C:2]1[N:7]=[C:6](Br)[C:5]([C:9]#[N:10])=[C:4]([S:11][CH3:12])[N:3]=1.[CH2:13]([O:15][C:16]([Sn](CCCC)(CCCC)CCCC)=[CH2:17])[CH3:14]. The catalyst is O1CCOCC1.Cl[Pd](Cl)([P](C1C=CC=CC=1)(C1C=CC=CC=1)C1C=CC=CC=1)[P](C1C=CC=CC=1)(C1C=CC=CC=1)C1C=CC=CC=1. The product is [NH2:1][C:2]1[N:7]=[C:6]([C:13]([O:15][CH2:16][CH3:17])=[CH2:14])[C:5]([C:9]#[N:10])=[C:4]([S:11][CH3:12])[N:3]=1. The yield is 0.480. (3) The reactants are [NH2:1][C:2]1[C:7]([NH:8][C:9]2[CH:14]=[CH:13][C:12]([I:15])=[CH:11][C:10]=2[F:16])=[C:6]([CH3:17])[C:5](=[O:18])[N:4]2[CH2:19][CH2:20][O:21][C:3]=12.[CH3:22][C:23]1([CH2:27][S:28](Cl)(=[O:30])=[O:29])[CH2:26][O:25][CH2:24]1. The catalyst is N1C=CC=CC=1. The product is [F:16][C:10]1[CH:11]=[C:12]([I:15])[CH:13]=[CH:14][C:9]=1[NH:8][C:7]1[C:2]([NH:1][S:28]([CH2:27][C:23]2([CH3:22])[CH2:26][O:25][CH2:24]2)(=[O:30])=[O:29])=[C:3]2[O:21][CH2:20][CH2:19][N:4]2[C:5](=[O:18])[C:6]=1[CH3:17]. The yield is 0.0900. (4) The reactants are [CH3:1][O:2][C:3]1[CH:37]=[C:36]([O:38][CH3:39])[CH:35]=[CH:34][C:4]=1[CH2:5][N:6]1[C@H:9]([CH2:10][C:11]#[CH:12])[C@H:8]([N:13]([CH2:24][C:25]2[CH:30]=[CH:29][C:28]([O:31][CH3:32])=[CH:27][CH:26]=2)[C:14](=[O:23])[O:15][CH2:16][C:17]2[CH:22]=[CH:21][CH:20]=[CH:19][CH:18]=2)[C:7]1=[O:33].C(O)(C)(C)C.O=C1O[C@H]([C@H](CO)O)C([O-])=C1O.[Na+].[C:58]([NH:65][CH2:66][CH2:67][N:68]=[N+:69]=[N-:70])([O:60][C:61]([CH3:64])([CH3:63])[CH3:62])=[O:59]. The catalyst is CS(C)=O.CCOC(C)=O.O.O.O.O.O.O.S([O-])([O-])(=O)=O.[Cu+2]. The product is [C:61]([O:60][C:58]([NH:65][CH2:66][CH2:67][N:68]1[CH:12]=[C:11]([CH2:10][C@@H:9]2[C@H:8]([N:13]([CH2:24][C:25]3[CH:26]=[CH:27][C:28]([O:31][CH3:32])=[CH:29][CH:30]=3)[C:14](=[O:23])[O:15][CH2:16][C:17]3[CH:22]=[CH:21][CH:20]=[CH:19][CH:18]=3)[C:7](=[O:33])[N:6]2[CH2:5][C:4]2[CH:34]=[CH:35][C:36]([O:38][CH3:39])=[CH:37][C:3]=2[O:2][CH3:1])[N:70]=[N:69]1)=[O:59])([CH3:64])([CH3:62])[CH3:63]. The yield is 0.440. (5) The reactants are [CH3:1][O:2][C:3]1[CH:8]=[CH:7][C:6]([C:9]([NH:21][CH2:22][CH2:23][CH2:24][CH2:25][CH2:26][C:27]([N:29]2[C:40]3[C:32](=[C:33]4[C:37](=[CH:38][CH:39]=3)[NH:36][CH:35]([C:41]([N:43]3[C:54]5[C:46](=[C:47]6[C:51](=[CH:52][CH:53]=5)[NH:50][CH:49]([C:55]([N:57]5[C:68]7[C:60](=[C:61]8[C:65](=[CH:66][CH:67]=7)[NH:64][CH:63]([C:69]([O:71]C)=[O:70])[CH2:62]8)[CH:59]=[CH:58]5)=[O:56])[CH2:48]6)[CH:45]=[CH:44]3)=[O:42])[CH2:34]4)[CH:31]=[CH:30]2)=[O:28])([C:15]2[CH:20]=[CH:19][CH:18]=[CH:17][CH:16]=2)/[C:10](/[CH3:14])=[CH:11]/[CH:12]=[CH2:13])=[CH:5][CH:4]=1.CO.[Li+].[OH-].C(O)(=O)CC(CC(O)=O)(C(O)=O)O. The catalyst is C1COCC1. The product is [CH3:1][O:2][C:3]1[CH:8]=[CH:7][C:6]([C:9]([NH:21][CH2:22][CH2:23][CH2:24][CH2:25][CH2:26][C:27]([N:29]2[C:40]3[C:32](=[C:33]4[C:37](=[CH:38][CH:39]=3)[NH:36][CH:35]([C:41]([N:43]3[C:54]5[C:46](=[C:47]6[C:51](=[CH:52][CH:53]=5)[NH:50][CH:49]([C:55]([N:57]5[C:68]7[C:60](=[C:61]8[C:65](=[CH:66][CH:67]=7)[NH:64][CH:63]([C:69]([OH:71])=[O:70])[CH2:62]8)[CH:59]=[CH:58]5)=[O:56])[CH2:48]6)[CH:45]=[CH:44]3)=[O:42])[CH2:34]4)[CH:31]=[CH:30]2)=[O:28])([C:15]2[CH:20]=[CH:19][CH:18]=[CH:17][CH:16]=2)/[C:10](/[CH3:14])=[CH:11]/[CH:12]=[CH2:13])=[CH:5][CH:4]=1. The yield is 0.600. (6) The reactants are [F:1][C:2]1[CH:9]=[CH:8][C:5]([C:6]#[N:7])=[C:4]([O:10][CH2:11][C:12]([N:14]2[CH2:19][CH2:18][O:17][CH2:16][CH2:15]2)=[O:13])[CH:3]=1.[ClH:20].[H][H]. The catalyst is C(O)C.C(OCC)(=O)C.[Pd]. The product is [ClH:20].[NH2:7][CH2:6][C:5]1[CH:8]=[CH:9][C:2]([F:1])=[CH:3][C:4]=1[O:10][CH2:11][C:12]([N:14]1[CH2:15][CH2:16][O:17][CH2:18][CH2:19]1)=[O:13]. The yield is 0.290. (7) The reactants are Cl.[C:2](=[NH:6])([NH2:5])[CH2:3][CH3:4].C[O-].[Na+].[C:10]([C:12]1[CH:17]=[CH:16][CH:15]=[CH:14][C:13]=1[C:18]1[CH:23]=[CH:22][C:21]([CH2:24][CH:25]([C:30](=O)[CH2:31][CH2:32][CH2:33][CH3:34])[C:26](OC)=[O:27])=[C:20]([F:36])[CH:19]=1)#[N:11]. The catalyst is CO. The product is [CH2:31]([C:30]1[N:6]=[C:2]([CH2:3][CH3:4])[NH:5][C:26](=[O:27])[C:25]=1[CH2:24][C:21]1[CH:22]=[CH:23][C:18]([C:13]2[C:12]([C:10]#[N:11])=[CH:17][CH:16]=[CH:15][CH:14]=2)=[CH:19][C:20]=1[F:36])[CH2:32][CH2:33][CH3:34]. The yield is 0.530.